This data is from Forward reaction prediction with 1.9M reactions from USPTO patents (1976-2016). The task is: Predict the product of the given reaction. (1) The product is: [CH3:11][N:5]1[C:6]([NH:7][C:8](=[O:10])[CH3:9])=[C:2]([C:19]#[C:18][Si:20]([CH3:23])([CH3:22])[CH3:21])[C:3]([C:12]2[CH:17]=[CH:16][CH:15]=[CH:14][CH:13]=2)=[N:4]1. Given the reactants I[C:2]1[C:3]([C:12]2[CH:17]=[CH:16][CH:15]=[CH:14][CH:13]=2)=[N:4][N:5]([CH3:11])[C:6]=1[NH:7][C:8](=[O:10])[CH3:9].[C:18]([Si:20]([CH3:23])([CH3:22])[CH3:21])#[CH:19], predict the reaction product. (2) Given the reactants [CH2:1]([S:3]([N:6]1[CH2:11][CH2:10][CH:9]([C:12]2[C:20]3[C:15](=[C:16]([C:29]([NH2:31])=[O:30])[CH:17]=[C:18]([C:21]4[CH:26]=[CH:25][CH:24]=[C:23]([CH:27]=O)[CH:22]=4)[CH:19]=3)[NH:14][CH:13]=2)[CH2:8][CH2:7]1)(=[O:5])=[O:4])[CH3:2].[NH2:32][CH2:33][C@@H:34]([OH:36])[CH3:35].[BH-](OC(C)=O)(OC(C)=O)OC(C)=O.[Na+], predict the reaction product. The product is: [CH2:1]([S:3]([N:6]1[CH2:7][CH2:8][CH:9]([C:12]2[C:20]3[C:15](=[C:16]([C:29]([NH2:31])=[O:30])[CH:17]=[C:18]([C:21]4[CH:26]=[CH:25][CH:24]=[C:23]([CH2:27][NH:32][CH2:33][C@@H:34]([OH:36])[CH3:35])[CH:22]=4)[CH:19]=3)[NH:14][CH:13]=2)[CH2:10][CH2:11]1)(=[O:5])=[O:4])[CH3:2]. (3) Given the reactants [NH2:1][C:2]1[N:7]([C:8]2[CH:13]=[CH:12][C:11]([NH2:14])=[CH:10][CH:9]=2)[CH2:6][N:5]=[C:4]2[O:15][CH:16]=[CH:17][C:3]=12.[C:18]1([S:24](Cl)(=[O:26])=[O:25])[CH:23]=[CH:22][CH:21]=[CH:20][CH:19]=1.C(N(CC)C(C)C)(C)C.O, predict the reaction product. The product is: [NH2:1][C:2]1[N:7]([C:8]2[CH:9]=[CH:10][C:11]([NH:14][S:24]([C:18]3[CH:23]=[CH:22][CH:21]=[CH:20][CH:19]=3)(=[O:26])=[O:25])=[CH:12][CH:13]=2)[CH2:6][N:5]=[C:4]2[O:15][CH:16]=[CH:17][C:3]=12.